From a dataset of Catalyst prediction with 721,799 reactions and 888 catalyst types from USPTO. Predict which catalyst facilitates the given reaction. (1) Reactant: [Cl:1][C:2]1[CH:3]=[C:4]([CH:10]=[C:11]([Cl:17])[C:12]=1[O:13][CH:14]([CH3:16])[CH3:15])[C:5]([O:7]CC)=[O:6].[OH-].[K+]. Product: [CH:14]([O:13][C:12]1[C:11]([Cl:17])=[CH:10][C:4]([C:5]([OH:7])=[O:6])=[CH:3][C:2]=1[Cl:1])([CH3:16])[CH3:15]. The catalyst class is: 40. (2) Reactant: Br[C:2]1[CH:7]=[CH:6][C:5]([C:8]2[N:12]([C:13]3[CH:18]=[CH:17][CH:16]=[CH:15][CH:14]=3)[C:11]3[CH:19]=[CH:20][CH:21]=[CH:22][C:10]=3[N:9]=2)=[CH:4][CH:3]=1.[B:23]1([B:23]2[O:27][C:26]([CH3:29])([CH3:28])[C:25]([CH3:31])([CH3:30])[O:24]2)[O:27][C:26]([CH3:29])([CH3:28])[C:25]([CH3:31])([CH3:30])[O:24]1.C([O-])(=O)C.[K+]. Product: [C:13]1([N:12]2[C:11]3[CH:19]=[CH:20][CH:21]=[CH:22][C:10]=3[N:9]=[C:8]2[C:5]2[CH:6]=[CH:7][C:2]([B:23]3[O:27][C:26]([CH3:29])([CH3:28])[C:25]([CH3:31])([CH3:30])[O:24]3)=[CH:3][CH:4]=2)[CH:18]=[CH:17][CH:16]=[CH:15][CH:14]=1. The catalyst class is: 294. (3) Reactant: Br[C:2]1[CH:7]=[CH:6][C:5]([S:8]([NH:11][C:12]([CH3:15])([CH3:14])[CH3:13])(=[O:10])=[O:9])=[C:4]([O:16][C:17]([F:20])([F:19])[F:18])[CH:3]=1.[C:21]([C:23]1[N:27]([CH3:28])[C:26](B(O)O)=[CH:25][CH:24]=1)#[N:22].[F-].[K+].C(P(C(C)(C)C)C(C)(C)C)(C)(C)C. Product: [C:12]([NH:11][S:8]([C:5]1[CH:6]=[CH:7][C:2]([C:26]2[N:27]([CH3:28])[C:23]([C:21]#[N:22])=[CH:24][CH:25]=2)=[CH:3][C:4]=1[O:16][C:17]([F:20])([F:19])[F:18])(=[O:10])=[O:9])([CH3:15])([CH3:14])[CH3:13]. The catalyst class is: 110. (4) Reactant: Cl[C:2]1[N:7]=[C:6]([C:8]([O:10][CH3:11])=[O:9])[CH:5]=[C:4]([NH:12][C@@H:13]([CH3:18])[C:14]([O:16][CH3:17])=[O:15])[N:3]=1.[F:19][C:20]1[CH:41]=[CH:40][C:23]([O:24][C:25]2[CH:30]=[CH:29][C:28](B3OC(C)(C)C(C)(C)O3)=[CH:27][CH:26]=2)=[CH:22][CH:21]=1.C([O-])([O-])=O.[Na+].[Na+]. Product: [F:19][C:20]1[CH:41]=[CH:40][C:23]([O:24][C:25]2[CH:30]=[CH:29][C:28]([C:2]3[N:7]=[C:6]([C:8]([O:10][CH3:11])=[O:9])[CH:5]=[C:4]([NH:12][C@@H:13]([CH3:18])[C:14]([O:16][CH3:17])=[O:15])[N:3]=3)=[CH:27][CH:26]=2)=[CH:22][CH:21]=1. The catalyst class is: 75.